Predict the reactants needed to synthesize the given product. From a dataset of Full USPTO retrosynthesis dataset with 1.9M reactions from patents (1976-2016). (1) Given the product [Cl:30][C:19]1[CH:20]=[C:21]([C:33]2[CH:34]=[CH:35][CH:36]=[CH:37][C:32]=2[CH3:31])[C:15]2[O:14][CH:13]([CH2:12][NH2:105])[CH2:17][C:16]=2[CH:18]=1, predict the reactants needed to synthesize it. The reactants are: CC1C=CC(S(O[CH2:12][CH:13]2[CH2:17][C:16]3[CH:18]=[C:19]([Cl:30])[CH:20]=[C:21](OS(C(F)(F)F)(=O)=O)[C:15]=3[O:14]2)(=O)=O)=CC=1.[CH3:31][C:32]1[CH:37]=[CH:36][CH:35]=[CH:34][C:33]=1B(O)O.C(=O)([O-])[O-].[K+].[K+].C(C1C=CC=CC=1B1OC(C)(C)C(C)(C)O1)(C)C.CC1C=CC(S(OCC2CC3C=C(Cl)C=C(C4C=CC=CC=4C)C=3O2)(=O)=O)=CC=1.S(C1C=CC(C)=CC=1)([O-])(=O)=O.[N-:105]=[N+]=[N-].[Na+].N(CC1CC2C=C(Cl)C=C(C3C=CSC=3)C=2O1)=[N+]=[N-].N(CC1CC2C=C(Cl)C=C(C3C=CC=CC=3C)C=2O1)=[N+]=[N-].[N-]=[N+]=[N-]. (2) Given the product [N+:8]([C:5]1[N:6]=[CH:7][C:2]([C:19]2[CH2:24][CH2:23][N:22]([C:25]([O:27][C:28]([CH3:31])([CH3:30])[CH3:29])=[O:26])[CH2:21][CH:20]=2)=[CH:3][CH:4]=1)([O-:10])=[O:9], predict the reactants needed to synthesize it. The reactants are: Br[C:2]1[CH:3]=[CH:4][C:5]([N+:8]([O-:10])=[O:9])=[N:6][CH:7]=1.CC1(C)C(C)(C)OB([C:19]2[CH2:24][CH2:23][N:22]([C:25]([O:27][C:28]([CH3:31])([CH3:30])[CH3:29])=[O:26])[CH2:21][CH:20]=2)O1.C([O-])(=O)C.[Na+]. (3) Given the product [CH:3]1([CH2:12][N:1]2[C:2]3[C:3](=[CH:4][C:5]([O:10][CH3:11])=[C:6]([O:8][CH3:9])[CH:7]=3)[C:12]([C:14]3[CH:19]=[CH:18][C:17]([CH:20]([CH3:22])[CH3:21])=[CH:16][CH:15]=3)=[N:25][C:24]2=[O:23])[CH2:4][CH2:5][CH2:6][CH2:7][CH2:2]1, predict the reactants needed to synthesize it. The reactants are: [NH2:1][C:2]1[CH:7]=[C:6]([O:8][CH3:9])[C:5]([O:10][CH3:11])=[CH:4][C:3]=1[C:12]([C:14]1[CH:19]=[CH:18][C:17]([CH:20]([CH3:22])[CH3:21])=[CH:16][CH:15]=1)=O.[O-:23][C:24]#[N:25].[Na+]. (4) The reactants are: C(OC([N:8]1[CH2:13][CH2:12][CH:11]([CH2:14][S:15]([CH3:18])(=[O:17])=[O:16])[CH2:10][CH2:9]1)=O)(C)(C)C.[ClH:19]. Given the product [ClH:19].[CH3:18][S:15]([CH2:14][CH:11]1[CH2:10][CH2:9][NH:8][CH2:13][CH2:12]1)(=[O:17])=[O:16], predict the reactants needed to synthesize it. (5) Given the product [Cl:11][C:12]1[CH:13]=[C:14]([CH2:15][C:6]2[S:5][CH:4]=[C:3]([C:7]([O:9][CH3:10])=[O:8])[C:2]=2[OH:1])[CH:17]=[CH:18][CH:19]=1, predict the reactants needed to synthesize it. The reactants are: [O:1]=[C:2]1[CH2:6][S:5][CH2:4][CH:3]1[C:7]([O:9][CH3:10])=[O:8].[Cl:11][C:12]1[CH:13]=[C:14]([CH:17]=[CH:18][CH:19]=1)[CH:15]=O.N1CCCCC1.